This data is from TCR-epitope binding with 47,182 pairs between 192 epitopes and 23,139 TCRs. The task is: Binary Classification. Given a T-cell receptor sequence (or CDR3 region) and an epitope sequence, predict whether binding occurs between them. (1) The epitope is QECVRGTTVL. The TCR CDR3 sequence is CASSESRDRDHEQYF. Result: 1 (the TCR binds to the epitope). (2) The epitope is RLQSLQTYV. The TCR CDR3 sequence is CASSVLAGHGNGQFF. Result: 0 (the TCR does not bind to the epitope). (3) The epitope is RLQSLQTYV. The TCR CDR3 sequence is CASSQLEIYEQYF. Result: 0 (the TCR does not bind to the epitope). (4) The TCR CDR3 sequence is CAISATGSLSSYEQYF. The epitope is EEHVQIHTI. Result: 0 (the TCR does not bind to the epitope). (5) The epitope is FSKQLQQSM. The TCR CDR3 sequence is CASSTGLNEKLFF. Result: 0 (the TCR does not bind to the epitope). (6) The epitope is HSKKKCDEL. The TCR CDR3 sequence is CAIRTRIGETQYF. Result: 1 (the TCR binds to the epitope).